This data is from Reaction yield outcomes from USPTO patents with 853,638 reactions. The task is: Predict the reaction yield, written as a fraction of the theoretical maximum amount of product (1.0 means a 100% yield; for example, 0.34 means a 34% yield). (1) The product is [CH3:1][O:2][C:3]1[CH:4]=[C:5]2[C:22]([CH:9]([C:11]3[CH:20]=[CH:19][C:18]4[C:13](=[CH:14][CH:15]=[CH:16][CH:17]=4)[CH:12]=3)[CH2:8][N:7]([CH3:21])[CH2:6]2)=[CH:23][CH:24]=1. The catalyst is ClCCl.CS(O)(=O)=O. The yield is 0.600. The reactants are [CH3:1][O:2][C:3]1[CH:4]=[C:5]([CH:22]=[CH:23][CH:24]=1)[CH2:6][N:7]([CH3:21])[CH2:8][CH:9]([C:11]1[CH:20]=[CH:19][C:18]2[C:13](=[CH:14][CH:15]=[CH:16][CH:17]=2)[CH:12]=1)O.[OH-].[Na+]. (2) The reactants are [C:1]([O:5][C:6]([N:8]([O:19][CH2:20][CH2:21][NH:22]C(OCC1C=CC=CC=1)=O)[C:9]([NH:11][C:12]([O:14][C:15]([CH3:18])([CH3:17])[CH3:16])=[O:13])=[NH:10])=[O:7])([CH3:4])([CH3:3])[CH3:2]. The catalyst is [Pd].C(O)C.O1CCCC1. The product is [C:1]([O:5][C:6]([N:8]([O:19][CH2:20][CH2:21][NH2:22])[C:9]([NH:11][C:12]([O:14][C:15]([CH3:17])([CH3:16])[CH3:18])=[O:13])=[NH:10])=[O:7])([CH3:4])([CH3:3])[CH3:2]. The yield is 0.610. (3) No catalyst specified. The yield is 0.580. The reactants are [N:1]1[CH:6]=[CH:5][N:4]=[CH:3][C:2]=1[NH:7][C:8]([N:10]1[CH2:13][CH:12]([O:14][C:15]2[CH:20]=[CH:19][C:18](Br)=[CH:17][N:16]=2)[CH2:11]1)=[O:9].[CH3:22][O:23][CH2:24][CH2:25][O:26][C:27]1[CH:28]=[C:29](B2OC(C)(C)C(C)(C)O2)[CH:30]=[CH:31][CH:32]=1. The product is [N:1]1[CH:6]=[CH:5][N:4]=[CH:3][C:2]=1[NH:7][C:8]([N:10]1[CH2:13][CH:12]([O:14][C:15]2[CH:20]=[CH:19][C:18]([C:29]3[CH:30]=[CH:31][CH:32]=[C:27]([O:26][CH2:25][CH2:24][O:23][CH3:22])[CH:28]=3)=[CH:17][N:16]=2)[CH2:11]1)=[O:9].